Predict the reaction yield, written as a fraction of the theoretical maximum amount of product (1.0 means a 100% yield; for example, 0.34 means a 34% yield). From a dataset of Reaction yield outcomes from USPTO patents with 853,638 reactions. The yield is 0.720. The product is [C:13]([O:17][C:18]([NH:3][C:4]1[CH:12]=[CH:11][C:7]([C:8]([OH:10])=[O:9])=[CH:6][CH:5]=1)=[O:19])([CH3:16])([CH3:15])[CH3:14]. The catalyst is O.O1CCOCC1. The reactants are [OH-].[Na+].[NH2:3][C:4]1[CH:12]=[CH:11][C:7]([C:8]([OH:10])=[O:9])=[CH:6][CH:5]=1.[C:13]([O:17][C:18](O[C:18]([O:17][C:13]([CH3:16])([CH3:15])[CH3:14])=[O:19])=[O:19])([CH3:16])([CH3:15])[CH3:14].C(O)(=O)CC(CC(O)=O)(C(O)=O)O.